This data is from NCI-60 drug combinations with 297,098 pairs across 59 cell lines. The task is: Regression. Given two drug SMILES strings and cell line genomic features, predict the synergy score measuring deviation from expected non-interaction effect. Drug 1: CN(CCCl)CCCl.Cl. Drug 2: C(CC(=O)O)C(=O)CN.Cl. Cell line: HS 578T. Synergy scores: CSS=10.3, Synergy_ZIP=-3.38, Synergy_Bliss=0.797, Synergy_Loewe=-0.0309, Synergy_HSA=0.345.